This data is from TCR-epitope binding with 47,182 pairs between 192 epitopes and 23,139 TCRs. The task is: Binary Classification. Given a T-cell receptor sequence (or CDR3 region) and an epitope sequence, predict whether binding occurs between them. (1) The epitope is ILKEPVHGV. The TCR CDR3 sequence is CSARQYRTDMNTEAFF. Result: 1 (the TCR binds to the epitope). (2) The epitope is YLKLTDNVYIK. The TCR CDR3 sequence is CASSHPLITGEGYNEQFF. Result: 1 (the TCR binds to the epitope). (3) The epitope is YLQPRTFLL. Result: 1 (the TCR binds to the epitope). The TCR CDR3 sequence is CAWSVVTDEHNEQFF. (4) The epitope is ITEEVGHTDLMAAY. The TCR CDR3 sequence is CASSLGQGEQFF. Result: 0 (the TCR does not bind to the epitope). (5) The epitope is GTHWFVTQR. The TCR CDR3 sequence is CASSLVGQGAANYGYTF. Result: 0 (the TCR does not bind to the epitope). (6) The epitope is IQYIDIGNY. The TCR CDR3 sequence is CASSQLAREQFF. Result: 1 (the TCR binds to the epitope).